Task: Predict the product of the given reaction.. Dataset: Forward reaction prediction with 1.9M reactions from USPTO patents (1976-2016) (1) Given the reactants Cl[C:2]1[C:11]2[C:6](=[CH:7][C:8]([O:14][CH3:15])=[C:9]([O:12][CH3:13])[CH:10]=2)[N:5]=[CH:4][CH:3]=1.[OH:16][C:17]1[CH:30]=[CH:29][CH:28]=[CH:27][C:18]=1[C:19]([C:21]1[CH:26]=[CH:25][CH:24]=[CH:23][CH:22]=1)=[O:20], predict the reaction product. The product is: [CH3:13][O:12][C:9]1[CH:10]=[C:11]2[C:6](=[CH:7][C:8]=1[O:14][CH3:15])[N:5]=[CH:4][CH:3]=[C:2]2[O:16][C:17]1[CH:30]=[CH:29][CH:28]=[CH:27][C:18]=1[C:19]([C:21]1[CH:22]=[CH:23][CH:24]=[CH:25][CH:26]=1)=[O:20]. (2) Given the reactants [C:1]([C:5]1[CH:10]=[CH:9][C:8]([C:11]2[NH:25][C:14]3=[N:15][CH:16]=[CH:17][C:18]([N:19]4[CH2:24][CH2:23][NH:22][CH2:21][CH2:20]4)=[C:13]3[N:12]=2)=[CH:7][CH:6]=1)([CH3:4])([CH3:3])[CH3:2].[CH:26]([C:28]1[C:29](=[O:35])[NH:30][C:31](=[O:34])[NH:32][CH:33]=1)=O.C(O[BH-](OC(=O)C)OC(=O)C)(=O)C.[Na+], predict the reaction product. The product is: [C:1]([C:5]1[CH:10]=[CH:9][C:8]([C:11]2[NH:25][C:14]3=[N:15][CH:16]=[CH:17][C:18]([N:19]4[CH2:20][CH2:21][N:22]([CH2:26][C:28]5[C:29](=[O:35])[NH:30][C:31](=[O:34])[NH:32][CH:33]=5)[CH2:23][CH2:24]4)=[C:13]3[N:12]=2)=[CH:7][CH:6]=1)([CH3:4])([CH3:2])[CH3:3]. (3) Given the reactants Cl.[NH2:2][C:3]([CH3:10])([CH3:9])[CH2:4][C:5]([O:7][CH3:8])=[O:6].C(N(CC)C(C)C)(C)C.[CH3:20][O:21][C:22](=[O:25])[CH2:23]Br, predict the reaction product. The product is: [CH3:20][O:21][C:22](=[O:25])[CH2:23][NH:2][C:3]([CH3:10])([CH3:9])[CH2:4][C:5]([O:7][CH3:8])=[O:6]. (4) Given the reactants [Br:1][C:2]1[CH:14]=[C:13]2[C:5]([C:6]3[C:7](=[O:23])[C:8]4[CH:20]=[C:19]([O:21]C)[CH:18]=[CH:17][C:9]=4[C:10]([CH3:16])([CH3:15])[C:11]=3[NH:12]2)=[CH:4][CH:3]=1.[Cl-].[NH+]1C=CC=CC=1.O, predict the reaction product. The product is: [Br:1][C:2]1[CH:14]=[C:13]2[C:5]([C:6]3[C:7](=[O:23])[C:8]4[CH:20]=[C:19]([OH:21])[CH:18]=[CH:17][C:9]=4[C:10]([CH3:16])([CH3:15])[C:11]=3[NH:12]2)=[CH:4][CH:3]=1. (5) Given the reactants Cl[C:2]1[N:3]=[C:4]2[NH:12][CH2:11][C:10]([CH3:14])([CH3:13])[CH2:9][N:5]2[C:6](=[O:8])[CH:7]=1.[NH:15]1[CH2:20][CH2:19][O:18][CH2:17][CH2:16]1, predict the reaction product. The product is: [CH3:13][C:10]1([CH3:14])[CH2:9][N:5]2[C:6](=[O:8])[CH:7]=[C:2]([N:15]3[CH2:20][CH2:19][O:18][CH2:17][CH2:16]3)[N:3]=[C:4]2[NH:12][CH2:11]1. (6) Given the reactants [CH:1]([C:4]1[C:5]([O:13][CH3:14])=[CH:6][C:7]([CH3:12])=[C:8]([CH:11]=1)[CH:9]=O)([CH3:3])[CH3:2].[CH3:15][C:16]1[C:24]([Cl:25])=[CH:23][CH:22]=[C:21]2[C:17]=1[CH2:18][C:19](=[O:26])[NH:20]2, predict the reaction product. The product is: [Cl:25][C:24]1[C:16]([CH3:15])=[C:17]2[C:21](=[CH:22][CH:23]=1)[NH:20][C:19](=[O:26])[C:18]2=[CH:9][C:8]1[CH:11]=[C:4]([CH:1]([CH3:3])[CH3:2])[C:5]([O:13][CH3:14])=[CH:6][C:7]=1[CH3:12]. (7) Given the reactants [NH2:1][C:2]1[CH:3]=[N:4][N:5]([CH3:22])[C:6]=1[N:7]1[CH2:13][CH2:12][CH:11]([F:14])[CH:10]([NH:15]C(=O)C(F)(F)F)[CH2:9][CH2:8]1.C(OC([NH:30][C:31]1[S:35][C:34]([C:36]2[C:41]([F:42])=[CH:40][CH:39]=[CH:38][N:37]=2)=[N:33][C:32]=1[C:43](O)=[O:44])=O)(C)(C)C, predict the reaction product. The product is: [NH2:30][C:31]1[S:35][C:34]([C:36]2[C:41]([F:42])=[CH:40][CH:39]=[CH:38][N:37]=2)=[N:33][C:32]=1[C:43]([NH:1][C:2]1[CH:3]=[N:4][N:5]([CH3:22])[C:6]=1[N:7]1[CH2:13][CH2:12][C@H:11]([F:14])[C@@H:10]([NH2:15])[CH2:9][CH2:8]1)=[O:44].